From a dataset of Catalyst prediction with 721,799 reactions and 888 catalyst types from USPTO. Predict which catalyst facilitates the given reaction. (1) Reactant: [Cl:1][C:2]1[CH:7]=[CH:6][C:5]([C:8]([CH3:13])([CH3:12])[C:9](O)=[O:10])=[CH:4][CH:3]=1.S(Cl)([Cl:16])=O. Product: [Cl:1][C:2]1[CH:7]=[CH:6][C:5]([C:8]([CH3:13])([CH3:12])[C:9]([Cl:16])=[O:10])=[CH:4][CH:3]=1. The catalyst class is: 345. (2) Reactant: [Cl:1][CH2:2][C:3]1[N:4]=[C:5]([C:8]([OH:10])=O)[S:6][CH:7]=1.Cl.[CH3:12][NH:13][CH3:14].ON1C2C=CC=CC=2N=N1.CN(C)CCCN=C=NCC. Product: [Cl:1][CH2:2][C:3]1[N:4]=[C:5]([C:8]([N:13]([CH3:14])[CH3:12])=[O:10])[S:6][CH:7]=1. The catalyst class is: 4. (3) Reactant: [NH:1]1[CH2:7][CH2:6][CH2:5][CH2:4][CH:3]([NH:8][C:9]2[N:14]=[CH:13][N:12]=[C:11]3[NH:15][N:16]=[CH:17][C:10]=23)[CH2:2]1.CCN=C=NCCCN(C)C.C1C=CC2N(O)N=NC=2C=1.[Cl:39][C:40]1[CH:41]=[C:42]([NH:47][CH2:48][C:49](O)=[O:50])[CH:43]=[C:44]([Cl:46])[CH:45]=1.CCN(C(C)C)C(C)C. Product: [NH:15]1[C:11]2=[N:12][CH:13]=[N:14][C:9]([NH:8][CH:3]3[CH2:4][CH2:5][CH2:6][CH2:7][N:1]([C:49](=[O:50])[CH2:48][NH:47][C:42]4[CH:41]=[C:40]([Cl:39])[CH:45]=[C:44]([Cl:46])[CH:43]=4)[CH2:2]3)=[C:10]2[CH:17]=[N:16]1. The catalyst class is: 31. (4) Reactant: [Cl:1][C:2]1[CH:10]=[CH:9][C:5]([C:6]([OH:8])=O)=[CH:4][CH:3]=1.CCN=C=NCCCN(C)C.Cl.C1C=CC2N(O)N=NC=2C=1.[CH3:33][C:34]([CH3:69])([CH3:68])[C@@H:35]([N:37]([CH2:45][C:46]1[CH:67]=[CH:66][C:49]2[N:50]([CH2:54][CH:55]3[CH2:59][CH2:58][CH2:57][N:56]3[C:60](=[O:65])[C:61]([F:64])([F:63])[F:62])[C:51](=[NH:53])[NH:52][C:48]=2[CH:47]=1)[C:38](=[O:44])[O:39][C:40]([CH3:43])([CH3:42])[CH3:41])[CH3:36]. Product: [Cl:1][C:2]1[CH:3]=[CH:4][C:5]([C:6]([NH:53][C:51]2[N:50]([CH2:54][CH:55]3[CH2:59][CH2:58][CH2:57][N:56]3[C:60](=[O:65])[C:61]([F:62])([F:63])[F:64])[C:49]3[CH:66]=[CH:67][C:46]([CH2:45][N:37]([C@H:35]([C:34]([CH3:33])([CH3:69])[CH3:68])[CH3:36])[C:38](=[O:44])[O:39][C:40]([CH3:42])([CH3:43])[CH3:41])=[CH:47][C:48]=3[N:52]=2)=[O:8])=[CH:9][CH:10]=1. The catalyst class is: 2. (5) Reactant: [NH2:1][C:2]1[C:3](=[O:12])[NH:4][CH:5]=[C:6]([C:8]([F:11])([F:10])[F:9])[CH:7]=1.[F:13][C:14]1[CH:19]=[C:18]([O:20][C:21]2[CH:26]=[CH:25][N:24]=[C:23]([C:27]3[CH:28]=[N:29][N:30]([CH3:32])[CH:31]=3)[CH:22]=2)[CH:17]=[CH:16][C:15]=1[NH:33][C:34](=O)[O:35]C(C)=C.CN1CCCC1. Product: [F:13][C:14]1[CH:19]=[C:18]([O:20][C:21]2[CH:26]=[CH:25][N:24]=[C:23]([C:27]3[CH:28]=[N:29][N:30]([CH3:32])[CH:31]=3)[CH:22]=2)[CH:17]=[CH:16][C:15]=1[NH:33][C:34]([NH:1][C:2]1[C:3](=[O:12])[NH:4][CH:5]=[C:6]([C:8]([F:9])([F:10])[F:11])[CH:7]=1)=[O:35]. The catalyst class is: 155. (6) The catalyst class is: 4. Product: [CH3:1][O:2][C:3]([C:5]1[S:6][C:7]([C:18]2[CH2:23][CH2:22][CH2:21][CH2:20][CH:19]=2)=[CH:8][C:9]=1[NH2:10])=[O:4]. Reactant: [CH3:1][O:2][C:3]([C:5]1[S:6][C:7]([C:18]2(O)[CH2:23][CH2:22][CH2:21][CH2:20][CH2:19]2)=[CH:8][C:9]=1[NH:10]C(OC(C)(C)C)=O)=[O:4].FC(F)(F)C(O)=O. (7) Reactant: [CH3:1][O:2][C:3]1[CH:4]=[C:5]2[C:10](=[CH:11][C:12]=1[O:13][CH3:14])[N:9]=[CH:8][CH:7]=[C:6]2[O:15][C:16]1[CH:22]=[CH:21][C:19]([NH2:20])=[C:18]([CH3:23])[C:17]=1[CH3:24].C(N(CC)CC)C.[C:32](Cl)(Cl)=[S:33].[CH3:36][N:37]([CH3:41])[CH2:38][CH2:39][NH2:40]. Product: [CH3:1][O:2][C:3]1[CH:4]=[C:5]2[C:10](=[CH:11][C:12]=1[O:13][CH3:14])[N:9]=[CH:8][CH:7]=[C:6]2[O:15][C:16]1[CH:22]=[CH:21][C:19]([NH:20][C:32]([NH:40][CH2:39][CH2:38][N:37]([CH3:41])[CH3:36])=[S:33])=[C:18]([CH3:23])[C:17]=1[CH3:24]. The catalyst class is: 42. (8) Reactant: [Br:1][C:2]1[CH:3]=[C:4]([CH:8]([F:12])[C:9](O)=[O:10])[CH:5]=[CH:6][CH:7]=1.[CH3:13][NH:14][CH3:15].CN(C(ON1N=NC2C=CC=NC1=2)=[N+](C)C)C.F[P-](F)(F)(F)(F)F.CCN(C(C)C)C(C)C. Product: [Br:1][C:2]1[CH:3]=[C:4]([CH:8]([F:12])[C:9]([N:14]([CH3:15])[CH3:13])=[O:10])[CH:5]=[CH:6][CH:7]=1. The catalyst class is: 39.